From a dataset of Catalyst prediction with 721,799 reactions and 888 catalyst types from USPTO. Predict which catalyst facilitates the given reaction. (1) Reactant: Br[C:2]1[CH:3]=[CH:4][C:5]([Cl:20])=[C:6]([CH:19]=1)[C:7]([NH:9][CH2:10][CH2:11][C:12]1[CH:17]=[CH:16][CH:15]=[CH:14][C:13]=1[Cl:18])=[O:8].[C:21](=[O:24])([O-])[O-].[K+].[K+]. Product: [Cl:20][C:5]1[CH:4]=[CH:3][C:2]([N:9]2[CH2:7][CH2:6][CH2:5][CH2:4][C:21]2=[O:24])=[CH:19][C:6]=1[C:7]([NH:9][CH2:10][CH2:11][C:12]1[CH:17]=[CH:16][CH:15]=[CH:14][C:13]=1[Cl:18])=[O:8]. The catalyst class is: 321. (2) Reactant: [Cl:1][C:2]1[CH:7]=[CH:6][N:5]=[C:4]2[N:8](S(C3C=CC(C)=CC=3)(=O)=O)[C:9]([C:11]3[C:19]4[C:14](=[CH:15][C:16]([O:22][CH3:23])=[C:17]([O:20][CH3:21])[CH:18]=4)[N:13]([CH2:24][CH2:25][N:26]4[CH2:31][CH2:30][O:29][CH2:28][CH2:27]4)[CH:12]=3)=[CH:10][C:3]=12.[OH-].[K+]. Product: [Cl:1][C:2]1[CH:7]=[CH:6][N:5]=[C:4]2[NH:8][C:9]([C:11]3[C:19]4[C:14](=[CH:15][C:16]([O:22][CH3:23])=[C:17]([O:20][CH3:21])[CH:18]=4)[N:13]([CH2:24][CH2:25][N:26]4[CH2:31][CH2:30][O:29][CH2:28][CH2:27]4)[CH:12]=3)=[CH:10][C:3]=12. The catalyst class is: 5. (3) The catalyst class is: 5. Product: [Cl:1][C:2]1[C:7]([F:8])=[CH:6][CH:5]=[CH:4][C:3]=1[N:9]1[C:13]([S:14][C:15]2[CH:16]=[N:17][C:18]([Cl:21])=[CH:19][CH:20]=2)=[CH:12][C:11]([C:22]([NH:28][CH3:27])=[O:24])=[N:10]1. Reactant: [Cl:1][C:2]1[C:7]([F:8])=[CH:6][CH:5]=[CH:4][C:3]=1[N:9]1[C:13]([S:14][C:15]2[CH:16]=[N:17][C:18]([Cl:21])=[CH:19][CH:20]=2)=[CH:12][C:11]([C:22]([O:24]CC)=O)=[N:10]1.[CH3:27][NH2:28].CO. (4) Reactant: C(OC([N:8]([CH2:21][C@@H:22]1[C@@H:26]([C:27]2[CH:32]=[CH:31][CH:30]=[CH:29][CH:28]=2)[CH2:25][N:24]([C:33]([O:35][CH2:36][C:37]([CH3:43])([CH3:42])[C:38]([O:40][CH3:41])=[O:39])=[O:34])[CH2:23]1)[C@@H:9]([C:11]1[C:20]2[C:15](=[CH:16][CH:17]=[CH:18][CH:19]=2)[CH:14]=[CH:13][CH:12]=1)[CH3:10])=O)(C)(C)C.Cl.O1CCOCC1. Product: [C:11]1([C@H:9]([NH:8][CH2:21][C@@H:22]2[C@@H:26]([C:27]3[CH:28]=[CH:29][CH:30]=[CH:31][CH:32]=3)[CH2:25][N:24]([C:33]([O:35][CH2:36][C:37]([CH3:42])([CH3:43])[C:38]([O:40][CH3:41])=[O:39])=[O:34])[CH2:23]2)[CH3:10])[C:20]2[C:15](=[CH:16][CH:17]=[CH:18][CH:19]=2)[CH:14]=[CH:13][CH:12]=1. The catalyst class is: 11.